This data is from Forward reaction prediction with 1.9M reactions from USPTO patents (1976-2016). The task is: Predict the product of the given reaction. Given the reactants [CH3:1][O:2][C:3](=[O:12])[C:4]1[CH:9]=[C:8]([Cl:10])[CH:7]=[C:6]([NH2:11])[CH:5]=1.[C:13](Cl)(=[O:17])[CH:14]([CH3:16])[CH3:15].C(N(CC)CC)C, predict the reaction product. The product is: [CH3:1][O:2][C:3](=[O:12])[C:4]1[CH:5]=[C:6]([NH:11][C:13](=[O:17])[CH:14]([CH3:16])[CH3:15])[CH:7]=[C:8]([Cl:10])[CH:9]=1.